From a dataset of Full USPTO retrosynthesis dataset with 1.9M reactions from patents (1976-2016). Predict the reactants needed to synthesize the given product. (1) Given the product [P:6]([O:13][CH2:32][Cl:31])([O:5][C:1]([CH3:4])([CH3:3])[CH3:2])([O:8][C:9]([CH3:12])([CH3:11])[CH3:10])=[O:7], predict the reactants needed to synthesize it. The reactants are: [C:1]([O:5][P:6]([O-:13])([O:8][C:9]([CH3:12])([CH3:11])[CH3:10])=[O:7])([CH3:4])([CH3:3])[CH3:2].C([N+](CCCC)(CCCC)CCCC)CCC.[Cl:31][CH2:32]I. (2) Given the product [Cl:32][C:22]1[CH:21]=[C:20]([O:19][C:13]2[C:12]3[C:17](=[CH:18][C:9]([O:8][CH2:1][C@H:2]4[CH2:3][O:38]4)=[C:10]([C:33]#[N:34])[CH:11]=3)[N:16]=[CH:15][CH:14]=2)[CH:25]=[CH:24][C:23]=1[NH:26][C:27]([NH:29][CH2:30][CH3:31])=[O:28], predict the reactants needed to synthesize it. The reactants are: [CH2:1]([O:8][C:9]1[CH:18]=[C:17]2[C:12]([C:13]([O:19][C:20]3[CH:25]=[CH:24][C:23]([NH:26][C:27]([NH:29][CH2:30][CH3:31])=[O:28])=[C:22]([Cl:32])[CH:21]=3)=[CH:14][CH:15]=[N:16]2)=[CH:11][C:10]=1[C:33]#[N:34])[C:2]1C=CC=C[CH:3]=1.FC(F)(F)C(O)=[O:38].C1(SC)C=CC=CC=1. (3) Given the product [OH:1][C:2]1[C:3]([C:13]([O:15][CH2:3][CH2:2][CH2:11][CH3:6])=[O:14])=[CH:4][CH:5]=[C:6]2[C:11]=1[N:10]=[C:9]([CH3:12])[CH:8]=[CH:7]2, predict the reactants needed to synthesize it. The reactants are: [OH:1][C:2]1[C:3]([C:13]([OH:15])=[O:14])=[CH:4][CH:5]=[C:6]2[C:11]=1[N:10]=[C:9]([CH3:12])[CH:8]=[CH:7]2.[OH-].[K+].ClCCl.